From a dataset of Reaction yield outcomes from USPTO patents with 853,638 reactions. Predict the reaction yield, written as a fraction of the theoretical maximum amount of product (1.0 means a 100% yield; for example, 0.34 means a 34% yield). (1) The reactants are [OH:1][CH:2]([C:18]1[CH:23]=[CH:22][CH:21]=[CH:20][CH:19]=1)[CH2:3][CH2:4][CH2:5][CH2:6][N:7]1[C:15](=[O:16])[C:14]2[C:9](=[CH:10][CH:11]=[CH:12][CH:13]=2)[C:8]1=[O:17].[F:24][C:25]([F:34])([F:33])[C:26]1[CH:31]=[CH:30][C:29](O)=[CH:28][CH:27]=1.C1(P(C2C=CC=CC=2)C2C=CC=CC=2)C=CC=CC=1. The catalyst is O1CCCC1. The product is [C:18]1([CH:2]([O:1][C:29]2[CH:30]=[CH:31][C:26]([C:25]([F:34])([F:33])[F:24])=[CH:27][CH:28]=2)[CH2:3][CH2:4][CH2:5][CH2:6][N:7]2[C:8](=[O:17])[C:9]3[C:14](=[CH:13][CH:12]=[CH:11][CH:10]=3)[C:15]2=[O:16])[CH:23]=[CH:22][CH:21]=[CH:20][CH:19]=1. The yield is 0.716. (2) The reactants are [F:1][C:2]1[CH:7]=[C:6]([F:8])[CH:5]=[CH:4][C:3]=1[N:9]1[C:13]([C:14]2[S:23][C:22]3[C:21]4[N:24]=[C:25]([C:28]5[CH:29]=[N:30][C:31](F)=[CH:32][CH:33]=5)[CH:26]=[CH:27][C:20]=4[O:19][CH2:18][CH2:17][C:16]=3[CH:15]=2)=[N:12][CH:11]=[N:10]1.[CH3:35][NH:36][CH3:37].CCN(C(C)C)C(C)C. The catalyst is CN1C(=O)CCC1. The product is [F:1][C:2]1[CH:7]=[C:6]([F:8])[CH:5]=[CH:4][C:3]=1[N:9]1[C:13]([C:14]2[S:23][C:22]3[C:21]4[N:24]=[C:25]([C:28]5[CH:33]=[CH:32][C:31]([N:36]([CH3:37])[CH3:35])=[N:30][CH:29]=5)[CH:26]=[CH:27][C:20]=4[O:19][CH2:18][CH2:17][C:16]=3[CH:15]=2)=[N:12][CH:11]=[N:10]1. The yield is 0.120. (3) The reactants are [Cl:1][C:2]1[C:11]2[C:6](=[CH:7][CH:8]=[CH:9][C:10]=2[O:12][CH:13]2[CH2:18][CH2:17][N:16]([CH3:19])[CH2:15][CH2:14]2)[N:5]=[CH:4][N:3]=1.[Cl:20][C:21]1[CH:22]=[C:23]([CH:25]=[CH:26][C:27]=1[S:28][C:29]1[CH:30]=[CH:31][CH:32]=[C:33]2[C:38]=1[N:37]=[CH:36][CH:35]=[CH:34]2)[NH2:24]. No catalyst specified. The product is [ClH:1].[Cl:20][C:21]1[CH:22]=[C:23]([CH:25]=[CH:26][C:27]=1[S:28][C:29]1[CH:30]=[CH:31][CH:32]=[C:33]2[C:38]=1[N:37]=[CH:36][CH:35]=[CH:34]2)[NH:24][C:2]1[C:11]2[C:6](=[CH:7][CH:8]=[CH:9][C:10]=2[O:12][CH:13]2[CH2:18][CH2:17][N:16]([CH3:19])[CH2:15][CH2:14]2)[N:5]=[CH:4][N:3]=1. The yield is 0.610. (4) The reactants are Cl[C:2]1[N:11]=[C:10]([NH:12][CH2:13][CH:14]([C:20]2[CH:25]=[CH:24][CH:23]=[CH:22][CH:21]=2)[C:15]2[NH:16][CH:17]=[CH:18][CH:19]=2)[C:9]2[C:4](=[CH:5][CH:6]=[CH:7][CH:8]=2)[N:3]=1.[CH3:26][N:27]([CH3:37])[C:28]1[CH:33]=[CH:32][C:31](B(O)O)=[CH:30][CH:29]=1.C([O-])([O-])=O.[K+].[K+]. The catalyst is O1CCOCC1.O. The product is [CH3:26][N:27]([CH3:37])[C:28]1[CH:33]=[CH:32][C:31]([C:2]2[N:11]=[C:10]([NH:12][CH2:13][CH:14]([C:20]3[CH:25]=[CH:24][CH:23]=[CH:22][CH:21]=3)[C:15]3[NH:16][CH:17]=[CH:18][CH:19]=3)[C:9]3[C:4](=[CH:5][CH:6]=[CH:7][CH:8]=3)[N:3]=2)=[CH:30][CH:29]=1. The yield is 0.890. (5) The reactants are [C:1]([O:5][C:6]([NH:8][C@H:9]1[C@H:14]([O:15][Si](C(C)(C)C)(C)C)[C@@H:13]([CH3:23])[CH2:12][N:11]([C:24]2[CH:29]=[CH:28][N:27]=[CH:26][C:25]=2[N:30]([C:38]([O:40][C:41]([CH3:44])([CH3:43])[CH3:42])=[O:39])[C:31]([O:33][C:34]([CH3:37])([CH3:36])[CH3:35])=[O:32])[CH2:10]1)=[O:7])([CH3:4])([CH3:3])[CH3:2].[F-].C([N+](CCCC)(CCCC)CCCC)CCC. The catalyst is C1COCC1.CCOC(C)=O.O. The product is [C:1]([O:5][C:6]([NH:8][C@H:9]1[C@H:14]([OH:15])[C@@H:13]([CH3:23])[CH2:12][N:11]([C:24]2[CH:29]=[CH:28][N:27]=[CH:26][C:25]=2[N:30]([C:31]([O:33][C:34]([CH3:35])([CH3:37])[CH3:36])=[O:32])[C:38]([O:40][C:41]([CH3:44])([CH3:43])[CH3:42])=[O:39])[CH2:10]1)=[O:7])([CH3:4])([CH3:2])[CH3:3]. The yield is 0.930. (6) The reactants are [F:1][C:2]1[CH:3]=[C:4]([CH:7]=[C:8]([OH:11])[C:9]=1[OH:10])[CH:5]=[O:6].[C:12]([O-])([O-])=O.[Cs+].[Cs+].O. The catalyst is CN(C=O)C. The product is [F:1][C:2]1[C:9]2[O:10][CH2:12][O:11][C:8]=2[CH:7]=[C:4]([CH:5]=[O:6])[CH:3]=1. The yield is 0.490. (7) No catalyst specified. The yield is 0.590. The product is [CH:1]([C:4]1[C:12]2[C:7](=[N:8][CH:9]=[CH:10][C:11]=2[C:13]2[CH:14]=[N:15][C:16]3[C:21]([CH:22]=2)=[CH:20][CH:19]=[CH:18][CH:17]=3)[N:6]([C:23]2[CH:30]=[CH:29][C:26]([C:27]([NH2:28])=[O:84])=[C:25]([NH:31][C:32]3[CH:37]=[CH:36][C:35]([C:38]([N:40]4[CH2:44][CH2:43][CH2:42][CH2:41]4)=[O:39])=[CH:34][CH:33]=3)[CH:24]=2)[N:5]=1)([CH3:3])[CH3:2]. The reactants are [CH:1]([C:4]1[C:12]2[C:7](=[N:8][CH:9]=[CH:10][C:11]=2[C:13]2[CH:14]=[N:15][C:16]3[C:21]([CH:22]=2)=[CH:20][CH:19]=[CH:18][CH:17]=3)[N:6]([C:23]2[CH:30]=[CH:29][C:26]([C:27]#[N:28])=[C:25]([NH:31][C:32]3[CH:37]=[CH:36][C:35]([C:38]([N:40]4[CH2:44][CH2:43][CH2:42][CH2:41]4)=[O:39])=[CH:34][CH:33]=3)[CH:24]=2)[N:5]=1)([CH3:3])[CH3:2].BrC1C=C(N2C3=NC=CC(C4C=NC5C(C=4)=CC=CC=5)=C3C(C(C)C)=N2)C=CC=1C#N.NC1C=CC(C(N2CCCC2)=[O:84])=CC=1. (8) The reactants are FC(F)(F)C(O)=O.[NH2:8][CH2:9][CH2:10][C:11]1[N:16]=[C:15]([C:17]2[S:18][C:19]3[CH:27]=[CH:26][CH:25]=[CH:24][C:20]=3[C:21](=[O:23])[N:22]=2)[CH:14]=[CH:13][CH:12]=1.C(=O)([O-])[O-].[K+].[K+].[CH2:34]([N:36]([CH2:40][CH3:41])[C:37](Cl)=[O:38])[CH3:35]. The product is [CH2:34]([N:36]([CH2:40][CH3:41])[C:37]([NH:8][CH2:9][CH2:10][C:11]1[CH:12]=[CH:13][CH:14]=[C:15]([C:17]2[S:18][C:19]3[CH:27]=[CH:26][CH:25]=[CH:24][C:20]=3[C:21](=[O:23])[N:22]=2)[N:16]=1)=[O:38])[CH3:35]. The catalyst is C(#N)C. The yield is 0.310.